From a dataset of M1 muscarinic receptor antagonist screen with 61,756 compounds. Binary Classification. Given a drug SMILES string, predict its activity (active/inactive) in a high-throughput screening assay against a specified biological target. (1) The result is 0 (inactive). The drug is Clc1ccc(S(=O)(=O)N2C(CCC2)C(=O)Nc2cc3OCCOc3cc2)cc1. (2) The drug is Fc1cc(c(Nc2n3nc(nc3nc(c2)C)C)cc1)C. The result is 0 (inactive). (3) The compound is S(=O)(=O)(N1CCC(CC1)Cc1ccccc1)c1cc2n(c(=O)c(=O)n(c2cc1)C)C. The result is 0 (inactive). (4) The drug is Clc1c2nc(n(c(=O)c2cc(Cl)c1)c1c(F)cccc1)CN1CCOCC1. The result is 0 (inactive). (5) The molecule is O=C(NCCCN1CCCC1)CS(=O)Cc1nc(oc1C)c1cc(OC)c(OC)cc1. The result is 0 (inactive).